This data is from Full USPTO retrosynthesis dataset with 1.9M reactions from patents (1976-2016). The task is: Predict the reactants needed to synthesize the given product. Given the product [Cl:53][C:54]1[CH:59]=[CH:58][C:57]([CH2:60][C:61]2[C:70]3[C:65](=[CH:66][CH:67]=[CH:68][CH:69]=3)[C:64](=[O:71])[N:63]([CH:72]3[CH2:78][CH2:77][CH2:76][N:75]([CH2:12][CH2:13][CH2:14][C:15]4[CH:16]=[CH:17][C:18]([O:21][CH2:22][CH2:23][CH2:24][N:25]5[CH2:26][CH2:27][CH2:28][CH2:29][CH2:30][CH2:31]5)=[CH:19][CH:20]=4)[CH2:74][CH2:73]3)[N:62]=2)=[CH:56][CH:55]=1, predict the reactants needed to synthesize it. The reactants are: CC1C=CC(S(O[CH2:12][CH2:13][CH2:14][C:15]2[CH:20]=[CH:19][C:18]([O:21][CH2:22][CH2:23][CH2:24][N:25]3[CH2:31][CH2:30][CH2:29][CH2:28][CH2:27][CH2:26]3)=[CH:17][CH:16]=2)(=O)=O)=CC=1.ClCCCC1C=CC(OCCCN2CCCCCC2)=CC=1.[Cl:53][C:54]1[CH:59]=[CH:58][C:57]([CH2:60][C:61]2[C:70]3[C:65](=[CH:66][CH:67]=[CH:68][CH:69]=3)[C:64](=[O:71])[N:63]([CH:72]3[CH2:78][CH2:77][CH2:76][NH:75][CH2:74][CH2:73]3)[N:62]=2)=[CH:56][CH:55]=1.[I-].[Na+].C(=O)([O-])[O-].[K+].[K+].